This data is from Forward reaction prediction with 1.9M reactions from USPTO patents (1976-2016). The task is: Predict the product of the given reaction. (1) Given the reactants Cl[C:2]1[CH:7]=[C:6]([O:8][C:9]2[CH:14]=[CH:13][C:12]([N+:15]([O-])=O)=[CH:11][CH:10]=2)[N:5]=[C:4]([NH2:18])[N:3]=1.CO.O1CCCC1.C(OCC)(=O)C, predict the reaction product. The product is: [NH2:15][C:12]1[CH:13]=[CH:14][C:9]([O:8][C:6]2[CH:7]=[CH:2][N:3]=[C:4]([NH2:18])[N:5]=2)=[CH:10][CH:11]=1. (2) The product is: [C:1]([C:5]1[N:10]=[C:9]([Cl:18])[CH:8]=[C:7]([CH2:12][CH2:13][O:14][CH3:15])[N:6]=1)([CH3:4])([CH3:3])[CH3:2]. Given the reactants [C:1]([C:5]1[N:10]=[C:9](O)[CH:8]=[C:7]([CH2:12][CH2:13][O:14][CH3:15])[N:6]=1)([CH3:4])([CH3:3])[CH3:2].O=P(Cl)(Cl)[Cl:18].O, predict the reaction product. (3) Given the reactants [CH2:1]([N:4]1[C@@H:13]2[C@H:8]([C:9]3[CH:17]=[CH:16][C:15]([NH2:18])=[CH:14][C:10]=3[CH2:11][CH2:12]2)[CH2:7][CH2:6][CH2:5]1)[CH:2]=[CH2:3].[CH:19]([C:22]1[CH:27]=[CH:26][C:25]([S:28](Cl)(=[O:30])=[O:29])=[CH:24][CH:23]=1)([CH3:21])[CH3:20].Cl, predict the reaction product. The product is: [CH2:1]([N:4]1[C@@H:13]2[C@H:8]([C:9]3[CH:17]=[CH:16][C:15]([NH:18][S:28]([C:25]4[CH:26]=[CH:27][C:22]([CH:19]([CH3:21])[CH3:20])=[CH:23][CH:24]=4)(=[O:30])=[O:29])=[CH:14][C:10]=3[CH2:11][CH2:12]2)[CH2:7][CH2:6][CH2:5]1)[CH:2]=[CH2:3]. (4) Given the reactants [F:1][C:2]([F:6])([F:5])[CH2:3][OH:4].[H-].[Na+].[Br:9][C:10]1[CH:11]=[C:12]2[C:17](=[CH:18][CH:19]=1)[C:16](Cl)=[N:15][N:14]=[CH:13]2.[NH4+].[Cl-], predict the reaction product. The product is: [Br:9][C:10]1[CH:11]=[C:12]2[C:17](=[CH:18][CH:19]=1)[C:16]([O:4][CH2:3][C:2]([F:6])([F:5])[F:1])=[N:15][N:14]=[CH:13]2. (5) Given the reactants C([O:4][C@@H:5]1[C@@H:10]([O:11]C(=O)C)[C@H:9]([O:15][C@@H]2O[C@H](COC(=O)C)[C@H](OC(=O)C)[C@H](OC(=O)C)[C@H]2OC(=O)C)[C@@H:8]([CH2:39][O:40]C(=O)C)[O:7][C@H:6]1[O:44][CH2:45][CH2:46][O:47][CH2:48][CH2:49][O:50][CH2:51][CH2:52][O:53][CH2:54][C:55]#[CH:56])(=O)C.[CH3:57][O-:58].[Na+], predict the reaction product. The product is: [C@@H:6]1([C@@:6]2([O:44][CH2:45][CH2:46][O:47][CH2:48][CH2:49][O:50][CH2:51][CH2:52][O:53][CH2:54][C:55]#[CH:56])[O:7][C@H:8]([CH2:39][OH:40])[C@@H:9]([OH:15])[C@H:10]([OH:11])[C@H:5]2[OH:4])[O:7][C@H:8]([CH2:39][OH:40])[C@H:9]([OH:15])[C@H:10]([OH:11])[C@H:57]1[OH:58]. (6) Given the reactants C(O[C:6](=O)[N:7](C)[C@H:8]([C:10](=[O:35])[NH:11][C@H:12]([C:16]([N:18]1[C:22]2=[N:23][CH:24]=[CH:25][CH:26]=[C:21]2[CH2:20][C@H:19]1[CH2:27][NH:28][C:29]1[CH:34]=[CH:33][CH:32]=[CH:31][CH:30]=1)=[O:17])[CH:13]([CH3:15])[CH3:14])[CH3:9])(C)(C)C.[ClH:38], predict the reaction product. The product is: [ClH:38].[CH3:6][NH:7][C@@H:8]([CH3:9])[C:10]([NH:11][C@H:12]([C:16]([N:18]1[C:22]2=[N:23][CH:24]=[CH:25][CH:26]=[C:21]2[CH2:20][C@H:19]1[CH2:27][NH:28][C:29]1[CH:34]=[CH:33][CH:32]=[CH:31][CH:30]=1)=[O:17])[CH:13]([CH3:15])[CH3:14])=[O:35]. (7) Given the reactants [CH:1]1([C:4]2[NH:8][N:7]=[C:6]([NH:9][C:10]3[C:15]([F:16])=[CH:14][N:13]=[C:12]([C:17]4[S:21][C:20]([C@@H:22]([OH:24])[CH3:23])=[CH:19][CH:18]=4)[N:11]=3)[CH:5]=2)[CH2:3][CH2:2]1.[CH:25]1([C:28]2[NH:32][N:31]=[C:30]([NH:33][C:34]3[C:39]([F:40])=[CH:38][N:37]=[C:36]([C:41]4[S:45][C:44]([C@H:46]([OH:48])[CH3:47])=[CH:43][CH:42]=4)[N:35]=3)[CH:29]=2)[CH2:27][CH2:26]1, predict the reaction product. The product is: [CH:1]1([C:4]2[NH:8][N:7]=[C:6]([NH:9][C:10]3[C:15]([F:16])=[CH:14][N:13]=[C:12]([C:17]4[S:21][C:20]([C@@H:22]([OH:24])[CH3:23])=[CH:19][CH:18]=4)[N:11]=3)[CH:5]=2)[CH2:3][CH2:2]1.[CH:25]1([C:28]2[NH:32][N:31]=[C:30]([NH:33][C:34]3[C:39]([F:40])=[CH:38][N:37]=[C:36]([C:41]4[S:45][C:44]([C@H:46]([OH:48])[CH3:47])=[CH:43][CH:42]=4)[N:35]=3)[CH:29]=2)[CH2:27][CH2:26]1.[CH:1]1([C:4]2[NH:8][N:7]=[C:6]([NH:9][C:10]3[C:15]([F:16])=[CH:14][N:13]=[C:12]([C:17]4[S:21][C:20]([CH:22]([OH:24])[CH3:23])=[CH:19][CH:18]=4)[N:11]=3)[CH:5]=2)[CH2:3][CH2:2]1.